From a dataset of Reaction yield outcomes from USPTO patents with 853,638 reactions. Predict the reaction yield, written as a fraction of the theoretical maximum amount of product (1.0 means a 100% yield; for example, 0.34 means a 34% yield). (1) The reactants are C[O:2][C:3](=[O:24])[C:4]1[CH:9]=[CH:8][CH:7]=[C:6]([NH:10][C:11]([C:13]2[N:14]=[CH:15][C:16]3[C:21]([CH:22]=2)=[CH:20][CH:19]=[CH:18][CH:17]=3)=O)[C:5]=1[NH2:23].C([O-])(C)=O.[NH4+]. The catalyst is CC(O)=O. The product is [CH:15]1[C:16]2[C:21](=[CH:20][CH:19]=[CH:18][CH:17]=2)[CH:22]=[C:13]([C:11]2[NH:10][C:6]3[CH:7]=[CH:8][CH:9]=[C:4]([C:3]([OH:2])=[O:24])[C:5]=3[N:23]=2)[N:14]=1. The yield is 0.550. (2) The reactants are [CH3:1][C:2]1[N:3]=[C:4]([C:21](O)=[O:22])[S:5][C:6]=1[CH2:7][C:8]1[CH:13]=[CH:12][CH:11]=[C:10]([N:14]2[CH2:19][CH2:18][N:17]([CH3:20])[CH2:16][CH2:15]2)[CH:9]=1.[NH2:24][CH:25]([C:28]1[CH:33]=[CH:32][CH:31]=[CH:30][CH:29]=1)[CH2:26][OH:27].CCN=C=NCCCN(C)C.Cl.C1C=CC2N(O)N=NC=2C=1. The catalyst is CN(C=O)C.O. The product is [OH:27][CH2:26][CH:25]([NH:24][C:21]([C:4]1[S:5][C:6]([CH2:7][C:8]2[CH:13]=[CH:12][CH:11]=[C:10]([N:14]3[CH2:19][CH2:18][N:17]([CH3:20])[CH2:16][CH2:15]3)[CH:9]=2)=[C:2]([CH3:1])[N:3]=1)=[O:22])[C:28]1[CH:33]=[CH:32][CH:31]=[CH:30][CH:29]=1. The yield is 0.480. (3) The reactants are [C:1]([C:5]1[CH:6]=[C:7]2[C:12](=[C:13]([F:15])[CH:14]=1)[C:11](=[O:16])[N:10]([C:17]1[N:24]=[CH:23][CH:22]=[C:21](Cl)[C:18]=1[CH:19]=[O:20])[N:9]=[CH:8]2)([CH3:4])([CH3:3])[CH3:2].[CH3:26][N:27]1[CH:32]=[C:31](B2OC(C)(C)C(C)(C)O2)[CH:30]=[C:29]([NH:42][C:43]2[CH:48]=[CH:47][N:46]=[CH:45][N:44]=2)[C:28]1=[O:49].[O-]P([O-])([O-])=O.[K+].[K+].[K+].C(#N)C. The catalyst is C1C=CC(P(C2C=CC=CC=2)[C-]2C=CC=C2)=CC=1.C1C=CC(P(C2C=CC=CC=2)[C-]2C=CC=C2)=CC=1.Cl[Pd]Cl.[Fe+2].O. The product is [C:1]([C:5]1[CH:6]=[C:7]2[C:12](=[C:13]([F:15])[CH:14]=1)[C:11](=[O:16])[N:10]([C:17]1[N:24]=[CH:23][CH:22]=[C:21]([C:31]3[CH:30]=[C:29]([NH:42][C:43]4[CH:48]=[CH:47][N:46]=[CH:45][N:44]=4)[C:28](=[O:49])[N:27]([CH3:26])[CH:32]=3)[C:18]=1[CH:19]=[O:20])[N:9]=[CH:8]2)([CH3:4])([CH3:3])[CH3:2]. The yield is 0.510. (4) The reactants are [CH3:13][C:12]([O:11][C:9](O[C:9]([O:11][C:12]([CH3:15])([CH3:14])[CH3:13])=[O:10])=[O:10])([CH3:15])[CH3:14].Cl.[NH2:17][CH2:18][C@H:19]([C:23]1[CH:28]=[CH:27][C:26]([Cl:29])=[CH:25][CH:24]=1)[C:20]([OH:22])=[O:21].O.O.O.O.O.[OH-].C[N+](C)(C)C.CC#N. The catalyst is O. The product is [C:12]([O:11][C:9]([NH:17][CH2:18][C@H:19]([C:23]1[CH:24]=[CH:25][C:26]([Cl:29])=[CH:27][CH:28]=1)[C:20]([OH:22])=[O:21])=[O:10])([CH3:13])([CH3:14])[CH3:15]. The yield is 0.906. (5) The reactants are Br[C:2]1[C:3]([CH3:13])=[CH:4][C:5]([F:12])=[C:6]([CH:11]=1)[C:7]([O:9][CH3:10])=[O:8].[CH3:14][C:15]1([CH3:31])[C:19]([CH3:21])([CH3:20])[O:18][B:17]([B:17]2[O:18][C:19]([CH3:21])([CH3:20])[C:15]([CH3:31])([CH3:14])[O:16]2)[O:16]1.C([O-])(=O)C.[K+]. The catalyst is C1C=CC(P(C2C=CC=CC=2)[C-]2C=CC=C2)=CC=1.C1C=CC(P(C2C=CC=CC=2)[C-]2C=CC=C2)=CC=1.Cl[Pd]Cl.[Fe+2].CS(C)=O. The product is [F:12][C:5]1[CH:4]=[C:3]([CH3:13])[C:2]([B:17]2[O:18][C:19]([CH3:21])([CH3:20])[C:15]([CH3:31])([CH3:14])[O:16]2)=[CH:11][C:6]=1[C:7]([O:9][CH3:10])=[O:8]. The yield is 0.900.